Dataset: Reaction yield outcomes from USPTO patents with 853,638 reactions. Task: Predict the reaction yield, written as a fraction of the theoretical maximum amount of product (1.0 means a 100% yield; for example, 0.34 means a 34% yield). (1) The reactants are [CH:1]1([C:5]2[C:10](=[O:11])[N:9]3[N:12]=[CH:13][C:14]([C:15]#[N:16])=[C:8]3[NH:7][C:6]=2[C:17]2[CH:18]=[N:19][NH:20][CH:21]=2)[CH2:4][CH2:3][CH2:2]1.Br[CH:23]1[CH2:28][CH2:27][CH2:26][CH2:25][CH2:24]1.[H-].[Na+].Cl. No catalyst specified. The product is [CH:1]1([C:5]2[C:10](=[O:11])[N:9]3[N:12]=[CH:13][C:14]([C:15]#[N:16])=[C:8]3[NH:7][C:6]=2[C:17]2[CH:18]=[N:19][N:20]([CH:23]3[CH2:28][CH2:27][CH2:26][CH2:25][CH2:24]3)[CH:21]=2)[CH2:2][CH2:3][CH2:4]1. The yield is 0.100. (2) The reactants are C([Li])CCC.CCCCCC.C1(C)C=CC(S([CH:21]([N+:29]#[C-:30])[C:22]2[CH:27]=[CH:26][C:25]([F:28])=[CH:24][CH:23]=2)(=O)=O)=CC=1.[Br-].[Li+].[N:34]1[CH:39]=[CH:38][C:37]([CH:40]=[CH:41][C:42]([O:44][CH2:45][CH3:46])=[O:43])=[CH:36][CH:35]=1. The catalyst is O1CCCC1. The product is [CH2:45]([O:44][C:42]([C:41]1[C:40]([C:37]2[CH:38]=[CH:39][N:34]=[CH:35][CH:36]=2)=[C:21]([C:22]2[CH:23]=[CH:24][C:25]([F:28])=[CH:26][CH:27]=2)[NH:29][CH:30]=1)=[O:43])[CH3:46]. The yield is 0.890. (3) The reactants are [CH2:1]([N:3]1[CH2:8][C:7]([CH3:10])([CH3:9])[O:6][C:5](=[O:11])[CH:4]1[CH2:12][C:13]([OH:15])=O)[CH3:2].[CH:16]([N:19](C(C)C)CC)(C)[CH3:17].CN(C(ON1N=NC2C=CC=NC1=2)=[N+](C)C)C.F[P-](F)(F)(F)(F)F.O1CCCC1. The catalyst is CN(C=O)C. The product is [CH2:16]([NH:19][C:13](=[O:15])[CH2:12][CH:4]1[C:5](=[O:11])[O:6][C:7]([CH3:9])([CH3:10])[CH2:8][N:3]1[CH2:1][CH3:2])[CH3:17]. The yield is 0.490. (4) The reactants are [NH2:1][C:2]1[C:13]([CH3:14])=[C:12]([CH3:15])[C:5]2[C:6](=[O:11])[C:7]([CH3:10])([CH3:9])[O:8][C:4]=2[C:3]=1[CH3:16].[CH:17](O)=[O:18]. No catalyst specified. The product is [CH3:10][C:7]1([CH3:9])[C:6](=[O:11])[C:5]2[C:12]([CH3:15])=[C:13]([CH3:14])[C:2]([NH:1][CH:17]=[O:18])=[C:3]([CH3:16])[C:4]=2[O:8]1. The yield is 0.810. (5) The reactants are [OH:1][CH:2]1[CH2:7][CH2:6][NH:5][CH2:4][CH2:3]1.Cl[CH2:9][C:10]1[CH:15]=[C:14]([C:16]([NH:18][C:19]2[S:20][C:21]([C:29]3[CH:34]=[CH:33][N:32]=[CH:31][CH:30]=3)=[C:22]([C:24]3[O:25][CH:26]=[CH:27][CH:28]=3)[N:23]=2)=[O:17])[CH:13]=[CH:12][N:11]=1. No catalyst specified. The product is [O:25]1[CH:26]=[CH:27][CH:28]=[C:24]1[C:22]1[N:23]=[C:19]([NH:18][C:16]([C:14]2[CH:13]=[CH:12][N:11]=[C:10]([CH2:9][N:5]3[CH2:6][CH2:7][CH:2]([OH:1])[CH2:3][CH2:4]3)[CH:15]=2)=[O:17])[S:20][C:21]=1[C:29]1[CH:30]=[CH:31][N:32]=[CH:33][CH:34]=1. The yield is 0.530. (6) The reactants are [Br:1]Br.[Br:3][C:4]1[CH:9]=[CH:8][N:7]2[N:10]=[CH:11][C:12]([C:13](=[O:15])[CH3:14])=[C:6]2[CH:5]=1. The catalyst is CC(O)=O.Br.CC(O)=O.CCOCC. The product is [Br:1][CH2:14][C:13]([C:12]1[CH:11]=[N:10][N:7]2[CH:8]=[CH:9][C:4]([Br:3])=[CH:5][C:6]=12)=[O:15]. The yield is 0.950.